From a dataset of NCI-60 drug combinations with 297,098 pairs across 59 cell lines. Regression. Given two drug SMILES strings and cell line genomic features, predict the synergy score measuring deviation from expected non-interaction effect. (1) Drug 1: C1=CC(=CC=C1CC(C(=O)O)N)N(CCCl)CCCl.Cl. Drug 2: CC1CCCC2(C(O2)CC(NC(=O)CC(C(C(=O)C(C1O)C)(C)C)O)C(=CC3=CSC(=N3)C)C)C. Cell line: UACC-257. Synergy scores: CSS=-3.49, Synergy_ZIP=0.683, Synergy_Bliss=-0.496, Synergy_Loewe=-5.75, Synergy_HSA=-4.40. (2) Drug 1: CN(C)N=NC1=C(NC=N1)C(=O)N. Drug 2: CC1=C(C(CCC1)(C)C)C=CC(=CC=CC(=CC(=O)O)C)C. Cell line: COLO 205. Synergy scores: CSS=0.596, Synergy_ZIP=6.16, Synergy_Bliss=5.92, Synergy_Loewe=-4.16, Synergy_HSA=-4.01. (3) Drug 1: C1CC(=O)NC(=O)C1N2CC3=C(C2=O)C=CC=C3N. Drug 2: C1CCC(C(C1)N)N.C(=O)(C(=O)[O-])[O-].[Pt+4]. Cell line: SK-OV-3. Synergy scores: CSS=-0.0995, Synergy_ZIP=-2.76, Synergy_Bliss=-6.47, Synergy_Loewe=-3.05, Synergy_HSA=-3.94. (4) Drug 1: CC12CCC3C(C1CCC2=O)CC(=C)C4=CC(=O)C=CC34C. Drug 2: CN(C)C1=NC(=NC(=N1)N(C)C)N(C)C. Cell line: PC-3. Synergy scores: CSS=22.5, Synergy_ZIP=4.83, Synergy_Bliss=5.24, Synergy_Loewe=-22.7, Synergy_HSA=4.51. (5) Synergy scores: CSS=27.2, Synergy_ZIP=-8.68, Synergy_Bliss=0.395, Synergy_Loewe=-22.3, Synergy_HSA=1.88. Cell line: NCI-H226. Drug 1: CC1C(C(CC(O1)OC2CC(CC3=C2C(=C4C(=C3O)C(=O)C5=C(C4=O)C(=CC=C5)OC)O)(C(=O)C)O)N)O.Cl. Drug 2: CCC1(C2=C(COC1=O)C(=O)N3CC4=CC5=C(C=CC(=C5CN(C)C)O)N=C4C3=C2)O.Cl.